Dataset: Full USPTO retrosynthesis dataset with 1.9M reactions from patents (1976-2016). Task: Predict the reactants needed to synthesize the given product. (1) Given the product [C:1]([NH:5][S:6]([C:9]1[CH:14]=[CH:13][C:12]([C:15]2[N:19]([CH2:20][CH:21]3[CH2:26][CH2:25][CH2:24][CH2:23][CH2:22]3)[C:18]([CH3:27])=[C:17]([C:28]([NH:47][CH2:46][C:43]3[CH:42]=[CH:41][C:40]([S:37]([CH2:35][CH3:36])(=[O:39])=[O:38])=[CH:45][CH:44]=3)=[O:29])[CH:16]=2)=[CH:11][C:10]=1[C:31]([F:34])([F:32])[F:33])(=[O:8])=[O:7])([CH3:3])([CH3:2])[CH3:4], predict the reactants needed to synthesize it. The reactants are: [C:1]([NH:5][S:6]([C:9]1[CH:14]=[CH:13][C:12]([C:15]2[N:19]([CH2:20][CH:21]3[CH2:26][CH2:25][CH2:24][CH2:23][CH2:22]3)[C:18]([CH3:27])=[C:17]([C:28](O)=[O:29])[CH:16]=2)=[CH:11][C:10]=1[C:31]([F:34])([F:33])[F:32])(=[O:8])=[O:7])([CH3:4])([CH3:3])[CH3:2].[CH2:35]([S:37]([C:40]1[CH:45]=[CH:44][C:43]([CH2:46][NH2:47])=[CH:42][CH:41]=1)(=[O:39])=[O:38])[CH3:36]. (2) The reactants are: [H-].[Na+].[F:3][C:4]([F:11])([C:7]([F:10])([F:9])[F:8])[CH2:5][OH:6].Cl[C:13]1[CH:22]=[CH:21][C:16]([C:17]([O:19][CH3:20])=[O:18])=[CH:15][N:14]=1.[OH-].[Na+]. Given the product [F:3][C:4]([F:11])([C:7]([F:10])([F:9])[F:8])[CH2:5][O:6][C:13]1[CH:22]=[CH:21][C:16]([C:17]([O:19][CH3:20])=[O:18])=[CH:15][N:14]=1, predict the reactants needed to synthesize it. (3) The reactants are: Br[C:2]1[CH:7]=[CH:6][C:5]([C@H:8]([C:19]2[CH:24]=[CH:23][CH:22]=[CH:21][C:20]=2[CH3:25])[CH2:9][C:10]([C:12]2[CH:17]=[CH:16][N:15]=[C:14]([CH3:18])[CH:13]=2)=[O:11])=[CH:4][CH:3]=1.[OH-:26].[K+].C(P(C(C)(C)C)C1C=CC=CC=1C1C(C(C)C)=CC(C(C)C)=CC=1C(C)C)(C)(C)C.[Cl-].[NH4+]. Given the product [OH:26][C:2]1[CH:7]=[CH:6][C:5]([C@H:8]([C:19]2[CH:24]=[CH:23][CH:22]=[CH:21][C:20]=2[CH3:25])[CH2:9][C:10]([C:12]2[CH:17]=[CH:16][N:15]=[C:14]([CH3:18])[CH:13]=2)=[O:11])=[CH:4][CH:3]=1, predict the reactants needed to synthesize it. (4) Given the product [NH2:30][C:31]1[S:35][C:34]([C:36]2[CH:41]=[CH:40][CH:39]=[CH:38][C:37]=2[F:42])=[N:33][C:32]=1[C:43]([NH:1][C:2]1[CH:3]=[N:4][N:5]([CH3:22])[C:6]=1[N:7]1[CH2:13][CH2:12][C@@H:11]([F:14])[C@@H:10]([NH2:15])[CH2:9][CH2:8]1)=[O:44], predict the reactants needed to synthesize it. The reactants are: [NH2:1][C:2]1[CH:3]=[N:4][N:5]([CH3:22])[C:6]=1[N:7]1[CH2:13][CH2:12][CH:11]([F:14])[CH:10]([NH:15]C(=O)C(F)(F)F)[CH2:9][CH2:8]1.C(OC([NH:30][C:31]1[S:35][C:34]([C:36]2[CH:41]=[CH:40][CH:39]=[CH:38][C:37]=2[F:42])=[N:33][C:32]=1[C:43](O)=[O:44])=O)(C)(C)C. (5) Given the product [CH2:11]([O:18][CH2:19][C:20]1[N:21]=[CH:22][N:23]=[C:24]([O:1][C:2]2[CH:3]=[C:4]3[C:8](=[CH:9][CH:10]=2)[NH:7][CH:6]=[CH:5]3)[CH:25]=1)[C:12]1[CH:13]=[CH:14][CH:15]=[CH:16][CH:17]=1, predict the reactants needed to synthesize it. The reactants are: [OH:1][C:2]1[CH:3]=[C:4]2[C:8](=[CH:9][CH:10]=1)[NH:7][CH:6]=[CH:5]2.[CH2:11]([O:18][CH2:19][C:20]1[CH:25]=[C:24](Cl)[N:23]=[CH:22][N:21]=1)[C:12]1[CH:17]=[CH:16][CH:15]=[CH:14][CH:13]=1.C1CCN2C(=NCCC2)CC1. (6) Given the product [CH:2]([C:5]1[CH:6]=[C:7]([C@@H:11]([NH:13][C:35]([C:31]2[CH:30]=[C:29]3[C:34](=[CH:33][CH:32]=2)[N:26]([CH2:25][C:24]2[CH:23]=[C:22]([CH:42]=[CH:41][CH:40]=2)[O:21][C@H:17]([CH:18]([CH3:20])[CH3:19])[C:16]([O:15][CH3:14])=[O:43])[C:27]([CH3:39])=[C:28]3[CH3:38])=[O:36])[CH3:12])[CH:8]=[CH:9][CH:10]=1)([CH3:4])[CH3:3], predict the reactants needed to synthesize it. The reactants are: Cl.[CH:2]([C:5]1[CH:6]=[C:7]([C@@H:11]([NH2:13])[CH3:12])[CH:8]=[CH:9][CH:10]=1)([CH3:4])[CH3:3].[CH3:14][O:15][C:16](=[O:43])[C@H:17]([O:21][C:22]1[CH:23]=[C:24]([CH:40]=[CH:41][CH:42]=1)[CH2:25][N:26]1[C:34]2[C:29](=[CH:30][C:31]([C:35](O)=[O:36])=[CH:32][CH:33]=2)[C:28]([CH3:38])=[C:27]1[CH3:39])[CH:18]([CH3:20])[CH3:19]. (7) Given the product [Cl:1][C:2]1[CH:7]=[CH:6][CH:5]=[CH:4][C:3]=1[C@H:8]([O:10][C:11]([NH:12][C:13]1[N:14]([C:19]2[CH:24]=[CH:23][C:22]([C:29]3[CH:34]=[CH:33][C:32]([C:35]4([C:38]([OH:40])=[O:39])[CH2:36][CH2:37]4)=[CH:31][C:30]=3[CH3:41])=[CH:21][CH:20]=2)[N:15]=[CH:16][C:17]=1[F:18])=[O:26])[CH3:9], predict the reactants needed to synthesize it. The reactants are: [Cl:1][C:2]1[CH:7]=[CH:6][CH:5]=[CH:4][C:3]=1[C@H:8]([O:10][C:11](=[O:26])[NH:12][C:13]1[N:14]([C:19]2[CH:24]=[CH:23][C:22](Br)=[CH:21][CH:20]=2)[N:15]=[CH:16][C:17]=1[F:18])[CH3:9].OB(O)[C:29]1[CH:34]=[CH:33][C:32]([C:35]2([C:38]([OH:40])=[O:39])[CH2:37][CH2:36]2)=[CH:31][C:30]=1[CH3:41]. (8) Given the product [F:13][C:14]1[N:15]=[CH:16][C:17]([C:2]2[N:3]=[C:4]3[CH:9]=[CH:8][C:7]([O:10][CH3:11])=[CH:6][N:5]3[CH:12]=2)=[CH:18][CH:19]=1, predict the reactants needed to synthesize it. The reactants are: Br[C:2]1[N:3]=[C:4]2[CH:9]=[CH:8][C:7]([O:10][CH3:11])=[CH:6][N:5]2[CH:12]=1.[F:13][C:14]1[CH:19]=[CH:18][C:17](B2OC(C)(C)C(C)(C)O2)=[CH:16][N:15]=1.C([O-])([O-])=O.[K+].[K+].